From a dataset of Forward reaction prediction with 1.9M reactions from USPTO patents (1976-2016). Predict the product of the given reaction. (1) Given the reactants [CH:1]([C:3]1[C:8]([CH3:9])=[CH:7][C:6]([NH:10][C:11]([CH2:13][CH2:14][N:15]2[CH2:20][CH2:19][CH:18]([O:21][C:22](=[O:36])[NH:23][C:24]3[CH:29]=[CH:28][CH:27]=[CH:26][C:25]=3[C:30]3[CH:35]=[CH:34][CH:33]=[CH:32][CH:31]=3)[CH2:17][CH2:16]2)=[O:12])=[C:5]([CH3:37])[CH:4]=1)=O.[NH2:38][CH2:39][C@@H:40]([C:49]1[CH:50]=[CH:51][C:52]([OH:58])=[C:53]([NH:55][CH:56]=[O:57])[CH:54]=1)[O:41][Si:42]([C:45]([CH3:48])([CH3:47])[CH3:46])([CH3:44])[CH3:43].ClCCl.C(O[BH-](OC(=O)C)OC(=O)C)(=O)C.[Na+], predict the reaction product. The product is: [Si:42]([O:41][C@H:40]([C:49]1[CH:50]=[CH:51][C:52]([OH:58])=[C:53]([NH:55][CH:56]=[O:57])[CH:54]=1)[CH2:39][NH:38][CH2:1][C:3]1[C:8]([CH3:9])=[CH:7][C:6]([NH:10][C:11]([CH2:13][CH2:14][N:15]2[CH2:20][CH2:19][CH:18]([O:21][C:22](=[O:36])[NH:23][C:24]3[CH:29]=[CH:28][CH:27]=[CH:26][C:25]=3[C:30]3[CH:35]=[CH:34][CH:33]=[CH:32][CH:31]=3)[CH2:17][CH2:16]2)=[O:12])=[C:5]([CH3:37])[CH:4]=1)([C:45]([CH3:48])([CH3:47])[CH3:46])([CH3:44])[CH3:43]. (2) Given the reactants [NH2:1][C:2]1[CH:3]=[N:4][C:5]([O:8][CH3:9])=[CH:6][CH:7]=1.N1C=CC=CC=1.[C:16]1([O:22][C:23](Cl)=[O:24])[CH:21]=[CH:20][CH:19]=[CH:18][CH:17]=1, predict the reaction product. The product is: [CH3:9][O:8][C:5]1[N:4]=[CH:3][C:2]([NH:1][C:23](=[O:24])[O:22][C:16]2[CH:21]=[CH:20][CH:19]=[CH:18][CH:17]=2)=[CH:7][CH:6]=1. (3) Given the reactants Cl[C:2]1[N:7]=[C:6]2[NH:8][N:9]=[C:10]([C:11]3[CH:16]=[CH:15][N:14]=[C:13]([S:17][CH3:18])[N:12]=3)[C:5]2=[CH:4][N:3]=1.[NH2:19][CH:20]1[CH2:25][CH2:24][N:23]([C:26]([O:28][C:29]([CH3:32])([CH3:31])[CH3:30])=[O:27])[CH2:22][CH2:21]1.C(N(CC)CC)C, predict the reaction product. The product is: [C:29]([O:28][C:26]([N:23]1[CH2:24][CH2:25][CH:20]([NH:19][C:2]2[N:7]=[C:6]3[NH:8][N:9]=[C:10]([C:11]4[CH:16]=[CH:15][N:14]=[C:13]([S:17][CH3:18])[N:12]=4)[C:5]3=[CH:4][N:3]=2)[CH2:21][CH2:22]1)=[O:27])([CH3:32])([CH3:30])[CH3:31]. (4) Given the reactants [Br:1][C:2]1[CH:10]=[C:9]([S:11][CH3:12])[C:5]([C:6](O)=[O:7])=[C:4]([F:13])[CH:3]=1, predict the reaction product. The product is: [Br:1][C:2]1[CH:10]=[C:9]([S:11][CH3:12])[C:5]([CH2:6][OH:7])=[C:4]([F:13])[CH:3]=1. (5) Given the reactants [C:1]1([CH3:16])[CH:6]=[CH:5][C:4]([S:7]([NH:10][C@H:11]([C:13]([OH:15])=O)[CH3:12])(=[O:9])=[O:8])=[CH:3][CH:2]=1.F[P-](F)(F)(F)(F)F.N1(O[P+](N(C)C)(N(C)C)N(C)C)C2C=CC=CC=2N=N1.CN1CCOCC1.[CH2:51]([O:58][C:59](=[O:69])[C@H:60]([CH2:62][C:63]1[CH:68]=[CH:67][CH:66]=[CH:65][CH:64]=1)[NH2:61])[C:52]1[CH:57]=[CH:56][CH:55]=[CH:54][CH:53]=1, predict the reaction product. The product is: [CH2:51]([O:58][C:59](=[O:69])[C@H:60]([CH2:62][C:63]1[CH:68]=[CH:67][CH:66]=[CH:65][CH:64]=1)[NH:61][C:13](=[O:15])[C@H:11]([CH3:12])[NH:10][S:7]([C:4]1[CH:3]=[CH:2][C:1]([CH3:16])=[CH:6][CH:5]=1)(=[O:8])=[O:9])[C:52]1[CH:53]=[CH:54][CH:55]=[CH:56][CH:57]=1. (6) Given the reactants [NH2:1][C:2]1[C:7]([N:8]2[CH2:13][CH2:12][N:11]([C:14]([O:16][C:17]([CH3:20])([CH3:19])[CH3:18])=[O:15])[C@@H:10]([CH2:21][C:22]3[CH:27]=[CH:26][CH:25]=[CH:24][CH:23]=3)[CH2:9]2)=[N:6][C:5]([Br:28])=[CH:4][N:3]=1.CC(C)([O-])C.[K+].[CH2:35](Br)[C:36]1[CH:41]=[CH:40][CH:39]=[CH:38][CH:37]=1.C(OCC)(=O)C, predict the reaction product. The product is: [CH2:35]([NH:1][C:2]1[C:7]([N:8]2[CH2:13][CH2:12][N:11]([C:14]([O:16][C:17]([CH3:19])([CH3:20])[CH3:18])=[O:15])[C@@H:10]([CH2:21][C:22]3[CH:23]=[CH:24][CH:25]=[CH:26][CH:27]=3)[CH2:9]2)=[N:6][C:5]([Br:28])=[CH:4][N:3]=1)[C:36]1[CH:41]=[CH:40][CH:39]=[CH:38][CH:37]=1. (7) The product is: [CH2:1]([C:7]1[C:15]2[S:16][CH:17]=[CH:18][C:14]=2[C:13]([CH2:19][CH2:20][CH2:21][CH2:22][CH2:23][CH3:24])=[C:9]2[S:10][CH:11]=[CH:12][C:8]=12)[CH2:2][CH2:3][CH2:4][CH2:5][CH3:6]. Given the reactants [C:1]([C:7]1[C:15]2[S:16][CH:17]=[CH:18][C:14]=2[C:13]([C:19]#[C:20][CH2:21][CH2:22][CH2:23][CH3:24])=[C:9]2[S:10][CH:11]=[CH:12][C:8]=12)#[C:2][CH2:3][CH2:4][CH2:5][CH3:6], predict the reaction product. (8) Given the reactants C1CN([P+](ON2N=NC3C=CC=CC2=3)(N2CCCC2)N2CCCC2)CC1.F[P-](F)(F)(F)(F)F.[CH3:34][C:35]1[C:39]([C:40]2[CH:49]=[C:48]3[C:43]([C:44]([NH:53][C:54]4[CH:59]=[CH:58][CH:57]=[C:56]([C:60]([O:62][CH2:63][CH3:64])=[O:61])[CH:55]=4)=[C:45]([C:50](O)=[O:51])[CH:46]=[N:47]3)=[CH:42][CH:41]=2)=[C:38]([CH3:65])[O:37][N:36]=1.Cl.[NH2:67][CH2:68][C:69]1[CH:74]=[CH:73][C:72]([S:75]([NH2:78])(=[O:77])=[O:76])=[CH:71][CH:70]=1.C(N(CC)CC)C, predict the reaction product. The product is: [NH2:78][S:75]([C:72]1[CH:71]=[CH:70][C:69]([CH2:68][NH:67][C:50]([C:45]2[CH:46]=[N:47][C:48]3[C:43]([C:44]=2[NH:53][C:54]2[CH:55]=[C:56]([CH:57]=[CH:58][CH:59]=2)[C:60]([O:62][CH2:63][CH3:64])=[O:61])=[CH:42][CH:41]=[C:40]([C:39]2[C:35]([CH3:34])=[N:36][O:37][C:38]=2[CH3:65])[CH:49]=3)=[O:51])=[CH:74][CH:73]=1)(=[O:76])=[O:77]. (9) Given the reactants [NH2:1][C:2]1[CH:7]=[CH:6][C:5]([C:8]2[NH:13][C:12](=[O:14])[CH:11]=[C:10]([C:15]3[CH:20]=[CH:19][C:18]([OH:21])=[C:17]([CH3:22])[CH:16]=3)[CH:9]=2)=[C:4]([CH3:23])[CH:3]=1.ClCCCl.C([N:35]1[CH2:40][CH2:39][CH:38]([CH:41]=O)[CH2:37][CH2:36]1)(OC(C)(C)C)=O.C(O[BH-](OC(=O)C)OC(=O)C)(=O)C.[Na+], predict the reaction product. The product is: [OH:21][C:18]1[CH:19]=[CH:20][C:15]([C:10]2[CH:9]=[C:8]([C:5]3[CH:6]=[CH:7][C:2]([NH:1][CH2:41][CH:38]4[CH2:39][CH2:40][NH:35][CH2:36][CH2:37]4)=[CH:3][C:4]=3[CH3:23])[NH:13][C:12](=[O:14])[CH:11]=2)=[CH:16][C:17]=1[CH3:22].